From a dataset of Forward reaction prediction with 1.9M reactions from USPTO patents (1976-2016). Predict the product of the given reaction. (1) Given the reactants [Cl:1][C:2]1[N:7]=[C:6](Cl)[C:5]([C:9]([F:12])([F:11])[F:10])=[CH:4][N:3]=1.[NH2:13][C:14]1[CH:23]=[CH:22][CH:21]=[CH:20][C:15]=1[C:16]([NH:18][CH3:19])=[O:17].C(=O)=O.[OH-].[K+], predict the reaction product. The product is: [Cl:1][C:2]1[N:7]=[C:6]([NH:13][C:14]2[CH:23]=[CH:22][CH:21]=[CH:20][C:15]=2[C:16]([NH:18][CH3:19])=[O:17])[C:5]([C:9]([F:12])([F:11])[F:10])=[CH:4][N:3]=1. (2) Given the reactants Cl[C:2]1[CH:7]=[C:6]([CH2:8][N:9]2[C:13]([CH3:15])([CH3:14])[C:12](=[O:16])[N:11]([C:17]3[CH:25]=[C:24]4[C:20]([C:21]([CH3:33])([CH3:32])[CH2:22][N:23]4[C:26](=[O:31])[CH2:27][N:28]([CH3:30])[CH3:29])=[CH:19][CH:18]=3)[C:10]2=[O:34])[CH:5]=[CH:4][N:3]=1.[NH2:35][C:36]1[CH:37]=[N:38][CH:39]=[CH:40][CH:41]=1.CC1(C)C2C=CC(P(C3C=CC=CC=3)C3C=CC=CC=3)=CC=2OC2C1=CC=C(P(C1C=CC=CC=1)C1C=CC=CC=1)C=2.C(=O)([O-])[O-].[Cs+].[Cs+], predict the reaction product. The product is: [CH3:29][N:28]([CH3:30])[CH2:27][C:26]([N:23]1[C:24]2[C:20](=[CH:19][CH:18]=[C:17]([N:11]3[C:12](=[O:16])[C:13]([CH3:15])([CH3:14])[N:9]([CH2:8][C:6]4[CH:5]=[CH:4][N:3]=[C:2]([NH:35][C:36]5[CH:37]=[N:38][CH:39]=[CH:40][CH:41]=5)[CH:7]=4)[C:10]3=[O:34])[CH:25]=2)[C:21]([CH3:33])([CH3:32])[CH2:22]1)=[O:31].